The task is: Regression. Given a peptide amino acid sequence and an MHC pseudo amino acid sequence, predict their binding affinity value. This is MHC class I binding data.. This data is from Peptide-MHC class I binding affinity with 185,985 pairs from IEDB/IMGT. (1) The peptide sequence is HRYLIRQSM. The MHC is HLA-B57:01 with pseudo-sequence HLA-B57:01. The binding affinity (normalized) is 0.0847. (2) The peptide sequence is SVFELSNFA. The MHC is HLA-A01:01 with pseudo-sequence HLA-A01:01. The binding affinity (normalized) is 0.213. (3) The peptide sequence is MTIASVPTSR. The MHC is HLA-A03:01 with pseudo-sequence HLA-A03:01. The binding affinity (normalized) is 0.360.